From a dataset of Forward reaction prediction with 1.9M reactions from USPTO patents (1976-2016). Predict the product of the given reaction. (1) Given the reactants Cl[CH2:2][C:3]1[N:12]=[C:11]([N:13]([C:15]2[CH:20]=[CH:19][C:18]([O:21][CH3:22])=[CH:17][CH:16]=2)[CH3:14])[C:10]2[C:5](=[CH:6][CH:7]=[CH:8][CH:9]=2)[N:4]=1.[NH:23]1[CH2:27][CH2:26][CH2:25][C:24]1=[O:28].C([Li])CCC.COC1C=CC(CNC2C3C(=CC=CC=3)N=C(CN3CCCCC3=O)N=2)=CC=1, predict the reaction product. The product is: [CH3:22][O:21][C:18]1[CH:19]=[CH:20][C:15]([N:13]([CH3:14])[C:11]2[C:10]3[C:5](=[CH:6][CH:7]=[CH:8][CH:9]=3)[N:4]=[C:3]([CH2:2][N:23]3[CH2:27][CH2:26][CH2:25][C:24]3=[O:28])[N:12]=2)=[CH:16][CH:17]=1. (2) The product is: [CH2:1]([N:4]1[CH:8]=[CH:7][N:6]=[C:5]1[C:9]1[S:10][C:11]([C:36]2[C:37]([CH3:45])=[N:38][N:39]3[CH:44]=[CH:43][CH:42]=[CH:41][C:40]=23)=[CH:12][C:13]=1[C:14]1[CH:19]=[CH:18][C:17]([Cl:20])=[CH:16][C:15]=1[Cl:21])[CH:2]=[CH2:3]. Given the reactants [CH2:1]([N:4]1[CH:8]=[CH:7][N:6]=[C:5]1[C:9]1[S:10][C:11]([Sn](CCCC)(CCCC)CCCC)=[CH:12][C:13]=1[C:14]1[CH:19]=[CH:18][C:17]([Cl:20])=[CH:16][C:15]=1[Cl:21])[CH:2]=[CH2:3].Br[C:36]1[C:37]([CH3:45])=[N:38][N:39]2[CH:44]=[CH:43][CH:42]=[CH:41][C:40]=12, predict the reaction product. (3) The product is: [C:1]([O:5][C:6]([N:8]([C:25]1[CH:30]=[CH:29][N:28]=[C:27]([C:16]2[CH:15]=[CH:11][CH:10]=[C:54]([O:55][CH2:56][CH:57]3[CH2:32][CH2:33][N:8]([C:45]([O:47][C:48]([CH3:49])([CH3:50])[CH3:51])=[O:46])[CH2:9][CH2:17]3)[CH:53]=2)[N:26]=1)[C:9]1[CH:10]=[C:11]2[C:15](=[CH:16][CH:17]=1)[N:14]([C:18]([O:20][C:21]([CH3:24])([CH3:23])[CH3:22])=[O:19])[N:13]=[CH:12]2)=[O:7])([CH3:4])([CH3:3])[CH3:2]. Given the reactants [C:1]([O:5][C:6]([N:8]([C:25]1[CH:30]=[CH:29][N:28]=[C:27](Cl)[N:26]=1)[C:9]1[CH:10]=[C:11]2[C:15](=[CH:16][CH:17]=1)[N:14]([C:18]([O:20][C:21]([CH3:24])([CH3:23])[CH3:22])=[O:19])[N:13]=[CH:12]2)=[O:7])([CH3:4])([CH3:3])[CH3:2].[CH3:32][C:33]([O-])=O.[K+].[CH3:49][C:48]([O:47][C:45](O[C:45]([O:47][C:48]([CH3:51])([CH3:50])[CH3:49])=[O:46])=[O:46])([CH3:51])[CH3:50].O1[CH2:57][CH2:56][O:55][CH2:54][CH2:53]1.O, predict the reaction product. (4) The product is: [Cl:1][C:2]1[CH:3]=[C:4]2[C:9](=[CH:10][CH:11]=1)[NH:8][C:7](=[O:12])[C:6]([C:13]#[N:14])=[C:5]2[C:30]1[CH:29]=[CH:28][CH:27]=[C:26]([CH:23]([CH3:25])[CH3:24])[CH:31]=1. Given the reactants [Cl:1][C:2]1[CH:3]=[C:4]2[C:9](=[CH:10][CH:11]=1)[NH:8][C:7](=[O:12])[C:6]([C:13]#[N:14])=[C:5]2OS(C(F)(F)F)(=O)=O.[CH:23]([C:26]1[CH:27]=[C:28](B(O)O)[CH:29]=[CH:30][CH:31]=1)([CH3:25])[CH3:24].[O-]P([O-])([O-])=O.[K+].[K+].[K+], predict the reaction product. (5) Given the reactants [C:1]12([CH:7]3[CH2:8][CH2:9][CH:4]1[CH:5]1[C:13](=[O:14])[O:12][C:10](=[O:11])[CH:6]13)[CH2:3][CH2:2]2.[I:15][C:16]1[CH:22]=[CH:21][C:19]([NH2:20])=[CH:18][CH:17]=1, predict the reaction product. The product is: [I:15][C:16]1[CH:22]=[CH:21][C:19]([NH:20][C:10]([C@@H:6]2[C@H:7]3[C:1]4([CH2:3][CH2:2]4)[C@H:4]([CH2:9][CH2:8]3)[C@@H:5]2[C:13]([OH:12])=[O:14])=[O:11])=[CH:18][CH:17]=1.